The task is: Predict the reaction yield, written as a fraction of the theoretical maximum amount of product (1.0 means a 100% yield; for example, 0.34 means a 34% yield).. This data is from Reaction yield outcomes from USPTO patents with 853,638 reactions. (1) The reactants are F[C:2]1[C:7]([F:8])=[C:6]([I:9])[CH:5]=[CH:4][N:3]=1.C(O)(=[O:12])C.O. No catalyst specified. The product is [F:8][C:7]1[C:2](=[O:12])[NH:3][CH:4]=[CH:5][C:6]=1[I:9]. The yield is 0.714. (2) The reactants are [CH:1]([N:4]([CH3:29])[C:5]1[C:6]([C:19]2[CH:28]=[C:27]3[C:22]([N:23]=[CH:24][CH:25]=[N:26]3)=[CH:21][CH:20]=2)=[N:7][C:8]2[C:13]([N:14]=1)=[CH:12][C:11]([C:15]([O:17]C)=[O:16])=[CH:10][CH:9]=2)([CH3:3])[CH3:2].[OH-].[Na+].Cl. The catalyst is CO.O. The product is [CH:1]([N:4]([CH3:29])[C:5]1[C:6]([C:19]2[CH:28]=[C:27]3[C:22]([N:23]=[CH:24][CH:25]=[N:26]3)=[CH:21][CH:20]=2)=[N:7][C:8]2[C:13]([N:14]=1)=[CH:12][C:11]([C:15]([OH:17])=[O:16])=[CH:10][CH:9]=2)([CH3:3])[CH3:2]. The yield is 0.500. (3) The reactants are [N+:1]([C:4]1[CH:8]=[CH:7][NH:6][N:5]=1)([O-:3])=[O:2].Cl[CH2:10][CH2:11][OH:12].C(=O)([O-])[O-].[K+].[K+]. The catalyst is CN(C=O)C.C(OCC)(=O)C. The product is [N+:1]([C:4]1[CH:8]=[CH:7][N:6]([CH2:10][CH2:11][OH:12])[N:5]=1)([O-:3])=[O:2]. The yield is 0.590. (4) The reactants are [Cl:1][C:2]1[CH:7]=[CH:6][C:5]([O:8][C:9]2[CH:14]=[CH:13][C:12]([CH2:15][N:16]([CH3:20])[C:17]([NH2:19])=[NH:18])=[CH:11][CH:10]=2)=[CH:4][C:3]=1[C:21]([F:24])([F:23])[F:22].[C:25]([O-:28])([O-])=[O:26].[Cs+].[Cs+].[OH:31]/[CH:32]=[C:33](/[CH2:38][C:39]1[CH:40]=[N:41][N:42]([CH3:44])[CH:43]=1)\[C:34](OC)=O. The catalyst is CN1C(=O)CCC1. The product is [F:22][C:21]([F:24])([F:23])[C:25]([OH:28])=[O:26].[Cl:1][C:2]1[CH:7]=[CH:6][C:5]([O:8][C:9]2[CH:14]=[CH:13][C:12]([CH2:15][N:16]([CH3:20])[C:17]3[NH:19][CH:34]=[C:33]([CH2:38][C:39]4[CH:40]=[N:41][N:42]([CH3:44])[CH:43]=4)[C:32](=[O:31])[N:18]=3)=[CH:11][CH:10]=2)=[CH:4][C:3]=1[C:21]([F:22])([F:23])[F:24]. The yield is 0.151. (5) The reactants are [CH3:1][C:2]1[CH:3]=[C:4]([CH:16]=[C:17]([CH3:19])[CH:18]=1)[CH2:5][S:6][C:7]1[CH:12]=[CH:11][C:10]([N+:13]([O-])=O)=[CH:9][CH:8]=1. The catalyst is O.C(O)C.[Fe]. The product is [CH3:1][C:2]1[CH:3]=[C:4]([CH:16]=[C:17]([CH3:19])[CH:18]=1)[CH2:5][S:6][C:7]1[CH:8]=[CH:9][C:10]([NH2:13])=[CH:11][CH:12]=1. The yield is 0.910. (6) The yield is 0.750. The reactants are [Cl:1][C:2]1[CH:3]=[C:4]([C:9]2([C:14](=[O:22])[CH2:15][N:16]3[CH2:21][CH2:20][CH2:19][CH2:18][CH2:17]3)[CH2:13][CH2:12][CH2:11][CH2:10]2)[CH:5]=[CH:6][C:7]=1[Cl:8].[BH4-].[Na+]. The catalyst is CO. The product is [Cl:1][C:2]1[CH:3]=[C:4]([C:9]2([CH:14]([OH:22])[CH2:15][N:16]3[CH2:17][CH2:18][CH2:19][CH2:20][CH2:21]3)[CH2:10][CH2:11][CH2:12][CH2:13]2)[CH:5]=[CH:6][C:7]=1[Cl:8].